From a dataset of Reaction yield outcomes from USPTO patents with 853,638 reactions. Predict the reaction yield, written as a fraction of the theoretical maximum amount of product (1.0 means a 100% yield; for example, 0.34 means a 34% yield). (1) The reactants are [CH3:1][O:2][C:3]1[CH:4]=[C:5]2[C:10](=[CH:11][C:12]=1[O:13][CH3:14])[N:9]=[C:8]([S:15][CH3:16])[CH:7]=[C:6]2[O:17][C:18]1[CH:23]=[CH:22][C:21]([NH2:24])=[CH:20][C:19]=1[F:25].[F:26][C:27]1[CH:32]=[CH:31][C:30]([NH:33][C:34]([C:36]2([C:39](O)=[O:40])[CH2:38][CH2:37]2)=[O:35])=[CH:29][CH:28]=1.CN(C(ON1N=NC2C=CC=NC1=2)=[N+](C)C)C.F[P-](F)(F)(F)(F)F.O. The catalyst is CN(C=O)C. The product is [CH3:1][O:2][C:3]1[CH:4]=[C:5]2[C:10](=[CH:11][C:12]=1[O:13][CH3:14])[N:9]=[C:8]([S:15][CH3:16])[CH:7]=[C:6]2[O:17][C:18]1[CH:23]=[CH:22][C:21]([NH:24][C:39]([C:36]2([C:34]([NH:33][C:30]3[CH:31]=[CH:32][C:27]([F:26])=[CH:28][CH:29]=3)=[O:35])[CH2:38][CH2:37]2)=[O:40])=[CH:20][C:19]=1[F:25]. The yield is 0.110. (2) The reactants are [Cl:1][C:2]1[CH:3]=[C:4]2[C:8](=[CH:9][CH:10]=1)[NH:7][C:6]1[CH:11]([C:16]([O:18]C)=O)[CH2:12][CH2:13][CH2:14][CH2:15][C:5]2=1.[NH3:20]. The catalyst is CO. The product is [Cl:1][C:2]1[CH:3]=[C:4]2[C:8](=[CH:9][CH:10]=1)[NH:7][C:6]1[CH:11]([C:16]([NH2:20])=[O:18])[CH2:12][CH2:13][CH2:14][CH2:15][C:5]2=1. The yield is 0.210. (3) The reactants are [CH3:1][O:2][C:3](=[O:15])[C:4]1[CH:13]=[C:12]([F:14])[CH:11]=[C:6]([C:7](OC)=[O:8])[CH:5]=1.[H-].[Al+3].[Li+].[H-].[H-].[H-]. The catalyst is C1COCC1. The product is [CH3:1][O:2][C:3](=[O:15])[C:4]1[CH:5]=[C:6]([CH2:7][OH:8])[CH:11]=[C:12]([F:14])[CH:13]=1. The yield is 0.500.